Task: Predict the reaction yield, written as a fraction of the theoretical maximum amount of product (1.0 means a 100% yield; for example, 0.34 means a 34% yield).. Dataset: Reaction yield outcomes from USPTO patents with 853,638 reactions (1) The reactants are C[Si]([N-][Si](C)(C)C)(C)C.[Na+].[CH2:11]([O:18][C@@H:19]1[C@@:23]([CH2:43]OS(C2C=CC(C)=CC=2)(=O)=O)([CH2:24][O:25][Si:26]([C:39]([CH3:42])([CH3:41])[CH3:40])([C:33]2[CH:38]=[CH:37][CH:36]=[CH:35][CH:34]=2)[C:27]2[CH:32]=[CH:31][CH:30]=[CH:29][CH:28]=2)[O:22][C@@H:21]([N:55]2[C:70]3[N:69]=[C:62]([NH:63][C:64](=[O:68])[CH:65]([CH3:67])[CH3:66])[NH:61][C:59](=[O:60])[C:58]=3[N:57]=[CH:56]2)[C@@H:20]1[OH:71])[C:12]1[CH:17]=[CH:16][CH:15]=[CH:14][CH:13]=1.C(=O)(O)[O-].[Na+]. The yield is 0.440. The catalyst is O1CCCC1. The product is [CH2:11]([O:18][C@@H:19]1[C@@:23]2([CH2:43][O:71][C@H:20]1[C@H:21]([N:55]1[C:70]3[N:69]=[C:62]([NH:63][C:64](=[O:68])[CH:65]([CH3:67])[CH3:66])[NH:61][C:59](=[O:60])[C:58]=3[N:57]=[CH:56]1)[O:22]2)[CH2:24][O:25][Si:26]([C:39]([CH3:42])([CH3:40])[CH3:41])([C:27]1[CH:28]=[CH:29][CH:30]=[CH:31][CH:32]=1)[C:33]1[CH:38]=[CH:37][CH:36]=[CH:35][CH:34]=1)[C:12]1[CH:13]=[CH:14][CH:15]=[CH:16][CH:17]=1. (2) The reactants are [CH3:1][CH:2]([CH3:16])[C:3]([C:5]1[NH:6][C:7]2[C:12]([CH:13]=1)=[CH:11][CH:10]=[C:9]([S:14][CH3:15])[CH:8]=2)=[O:4].[C:17]([O:21][C:22](=[O:27])[NH:23][CH2:24][CH2:25]Br)([CH3:20])([CH3:19])[CH3:18]. The catalyst is [N+](CCCC)(CCCC)(CCCC)CCCC.[Br-].[OH-].[Na+].O. The product is [C:3]([C:5]1[N:6]([CH2:25][CH2:24][NH:23][C:22](=[O:27])[O:21][C:17]([CH3:20])([CH3:19])[CH3:18])[C:7]2[C:12]([CH:13]=1)=[CH:11][CH:10]=[C:9]([S:14][CH3:15])[CH:8]=2)(=[O:4])[CH:2]([CH3:16])[CH3:1]. The yield is 0.207. (3) The reactants are Cl.[NH2:2][C:3]([CH3:17])([CH3:16])[CH2:4][NH:5][C:6](=[O:15])[O:7][CH2:8][C:9]1[CH:14]=[CH:13][CH:12]=[CH:11][CH:10]=1.CN(C(ON1N=NC2C=CC=NC1=2)=[N+](C)C)C.F[P-](F)(F)(F)(F)F.[C:42](O)(=[O:50])[C:43]1[C:44](=[CH:46][CH:47]=[CH:48][CH:49]=1)[OH:45].CCN(C(C)C)C(C)C. The catalyst is CC#N. The product is [OH:45][C:44]1[CH:46]=[CH:47][CH:48]=[CH:49][C:43]=1[C:42]([NH:2][C:3]([CH3:17])([CH3:16])[CH2:4][NH:5][C:6](=[O:15])[O:7][CH2:8][C:9]1[CH:14]=[CH:13][CH:12]=[CH:11][CH:10]=1)=[O:50]. The yield is 0.260. (4) The reactants are Cl[CH2:2][CH2:3][C:4]([C:10]1[CH:15]=[CH:14][CH:13]=[CH:12][CH:11]=1)([OH:9])[CH2:5][C:6]([CH3:8])=[CH2:7].[Br:16][C:17]1[CH:22]=[CH:21][C:20]([C@@H:23]([N:25]=[C:26]=[O:27])[CH3:24])=[CH:19][CH:18]=1.C1CCN2C(=NCCC2)CC1. The catalyst is C1COCC1.CCOC(C)=O. The product is [Br:16][C:17]1[CH:18]=[CH:19][C:20]([C@@H:23]([N:25]2[CH2:2][CH2:3][C@:4]([CH2:5][C:6]([CH3:8])=[CH2:7])([C:10]3[CH:15]=[CH:14][CH:13]=[CH:12][CH:11]=3)[O:9][C:26]2=[O:27])[CH3:24])=[CH:21][CH:22]=1. The yield is 0.300. (5) The reactants are [CH:1]1([C:4]2[CH:8]=[C:7]([NH:9][C:10](=[O:18])OC3C=CC=CC=3)[N:6]([C:19]3[CH:24]=[CH:23][CH:22]=[CH:21][CH:20]=3)[N:5]=2)[CH2:3][CH2:2]1.[CH3:25][O:26][C:27]1[CH:28]=[C:29]2[C:34](=[CH:35][C:36]=1[O:37][CH3:38])[N:33]=[CH:32][N:31]=[C:30]2[O:39][C:40]1[CH:41]=[C:42]([CH:44]=[CH:45][CH:46]=1)[NH2:43].O. The catalyst is CS(C)=O. The product is [CH:1]1([C:4]2[CH:8]=[C:7]([NH:9][C:10]([NH:43][C:42]3[CH:44]=[CH:45][CH:46]=[C:40]([O:39][C:30]4[C:29]5[C:34](=[CH:35][C:36]([O:37][CH3:38])=[C:27]([O:26][CH3:25])[CH:28]=5)[N:33]=[CH:32][N:31]=4)[CH:41]=3)=[O:18])[N:6]([C:19]3[CH:20]=[CH:21][CH:22]=[CH:23][CH:24]=3)[N:5]=2)[CH2:2][CH2:3]1. The yield is 0.330. (6) The reactants are Cl[C:2](Cl)([O:4]C(=O)OC(Cl)(Cl)Cl)Cl.[NH2:13][C:14]1[CH:19]=[CH:18][C:17]([N:20]2[C:24](=[O:25])[C:23]3=[CH:26][C:27]([Cl:30])=[CH:28][CH:29]=[C:22]3[C:21]2=[O:31])=[C:16]([CH3:32])[CH:15]=1.[Cl:33][C:34]1[S:38][C:37]([CH2:39][NH2:40])=[CH:36][CH:35]=1. The catalyst is C(Cl)Cl.C(N(CC)C(C)C)C.CCN(C(C)C)C(C)C. The yield is 0.200. The product is [Cl:33][C:34]1[S:38][C:37]([CH2:39][NH:40][C:2]([NH:13][C:14]2[CH:19]=[CH:18][C:17]([N:20]3[C:24](=[O:25])[C:23]4[CH:26]=[C:27]([Cl:30])[CH:28]=[CH:29][C:22]=4[C:21]3=[O:31])=[C:16]([CH3:32])[CH:15]=2)=[O:4])=[CH:36][CH:35]=1. (7) The reactants are [CH3:1][O:2][C:3]1[CH:8]=[CH:7][C:6]([C:9]([C:24]2[CH:29]=[CH:28][C:27]([O:30][CH3:31])=[CH:26][CH:25]=2)([C:18]2[CH:23]=[CH:22][CH:21]=[CH:20][CH:19]=2)[O:10][CH2:11][C@@H:12]2[C@@H:16]([OH:17])[CH2:15][CH2:14][O:13]2)=[CH:5][CH:4]=1.[H-].[Na+].I[CH3:35]. The catalyst is CN(C=O)C. The product is [CH3:1][O:2][C:3]1[CH:4]=[CH:5][C:6]([C:9]([C:24]2[CH:25]=[CH:26][C:27]([O:30][CH3:31])=[CH:28][CH:29]=2)([C:18]2[CH:23]=[CH:22][CH:21]=[CH:20][CH:19]=2)[O:10][CH2:11][C@@H:12]2[C@@H:16]([O:17][CH3:35])[CH2:15][CH2:14][O:13]2)=[CH:7][CH:8]=1. The yield is 0.900.